From a dataset of Full USPTO retrosynthesis dataset with 1.9M reactions from patents (1976-2016). Predict the reactants needed to synthesize the given product. (1) Given the product [NH2:19][C:13]1[CH:12]=[C:11]([Cl:10])[C:16]([Cl:17])=[CH:15][C:14]=1[NH:18][C:8]([NH:7][C:3]1[C:2]([CH3:1])=[CH:6][S:5][CH:4]=1)=[S:9], predict the reactants needed to synthesize it. The reactants are: [CH3:1][C:2]1[C:3]([N:7]=[C:8]=[S:9])=[CH:4][S:5][CH:6]=1.[Cl:10][C:11]1[C:16]([Cl:17])=[CH:15][C:14]([NH2:18])=[C:13]([NH2:19])[CH:12]=1. (2) Given the product [CH:39]1([CH2:42][N:43]2[CH2:48][CH2:47][N:46]([C:14]3[C:15]4[C:20](=[CH:19][CH:18]=[CH:17][CH:16]=4)[N:11]4[N:10]=[N:9][C:8]([C:3]5[CH:4]=[CH:5][CH:6]=[CH:7][C:2]=5[F:1])=[C:12]4[N:13]=3)[CH2:45][C:44]2=[O:49])[CH2:40][CH2:41]1, predict the reactants needed to synthesize it. The reactants are: [F:1][C:2]1[CH:7]=[CH:6][CH:5]=[CH:4][C:3]=1[C:8]1[N:9]=[N:10][N:11]2[C:20]3[C:15](=[CH:16][CH:17]=[CH:18][CH:19]=3)[C:14](OS(C3C=CC(C)=CC=3)(=O)=O)=[N:13][C:12]=12.C(N(CC)CC)C.[CH:39]1([CH2:42][N:43]2[CH2:48][CH2:47][NH:46][CH2:45][C:44]2=[O:49])[CH2:41][CH2:40]1.Cl. (3) The reactants are: Br[CH2:2][C:3]1[CH:8]=[CH:7][C:6]([CH3:9])=[CH:5][CH:4]=1.C(=O)([O-])[O-].[K+].[K+].[OH:16][C:17]1[CH:26]=[CH:25][C:20]([C:21]([O:23][CH3:24])=[O:22])=[CH:19][C:18]=1[O:27][CH3:28]. Given the product [CH3:28][O:27][C:18]1[CH:19]=[C:20]([CH:25]=[CH:26][C:17]=1[O:16][CH2:2][C:3]1[CH:8]=[CH:7][C:6]([CH3:9])=[CH:5][CH:4]=1)[C:21]([O:23][CH3:24])=[O:22], predict the reactants needed to synthesize it. (4) The reactants are: Br[C:2]1[CH:7]=[CH:6][C:5]([Br:8])=[CH:4][N:3]=1.[CH3:9][S-:10].[Na+]. Given the product [Br:8][C:5]1[CH:6]=[CH:7][C:2]([S:10][CH3:9])=[N:3][CH:4]=1, predict the reactants needed to synthesize it.